Dataset: Peptide-MHC class I binding affinity with 185,985 pairs from IEDB/IMGT. Task: Regression. Given a peptide amino acid sequence and an MHC pseudo amino acid sequence, predict their binding affinity value. This is MHC class I binding data. The peptide sequence is ANRLTTLQR. The MHC is HLA-B57:01 with pseudo-sequence HLA-B57:01. The binding affinity (normalized) is 0.0847.